This data is from Forward reaction prediction with 1.9M reactions from USPTO patents (1976-2016). The task is: Predict the product of the given reaction. Given the reactants S(=O)(=O)(O)O.[O:6]1[CH2:11][CH2:10][CH:9]([CH:12]=O)[CH2:8][CH2:7]1.[CH:14]([C:16]([CH3:18])=[O:17])=[CH2:15], predict the reaction product. The product is: [CH2:10]1[C:9]2([CH2:12][CH2:18][C:16](=[O:17])[CH:14]=[CH:15]2)[CH2:8][CH2:7][O:6][CH2:11]1.